Dataset: Drug-target binding data from BindingDB using IC50 measurements. Task: Regression. Given a target protein amino acid sequence and a drug SMILES string, predict the binding affinity score between them. We predict pIC50 (pIC50 = -log10(IC50 in M); higher means more potent). Dataset: bindingdb_ic50. (1) The target protein (P38650) has sequence MSETGGGEDGSAGLEVSAVQNVADVSVLQKHLRKLVPLLLEDGGDAPAALEAALEEKSALEQMRKFLSDPQVHTVLVERSTLKEDVGDEGEEEKEFISYNINIDIHYGVKSNSLAFIKRAPVIDADKPVSSQLRVLTLSEDSPYETLHSFISNAVAPFFKSYIRESGKADRDGDKMAPSVEKKIAELEMGLLHLQQNIEIPEISLPIHPIITNVAKQCYERGEKPKVTDFGDKVEDPTFLNQLQSGVNRWIREIQKVTKLDRDPASGTALQEISFWLNLERALYRIQEKRESPEVLLTLDILKHGKRFHATVSFDTDTGLKQALETVNDYNPLMKDFPLNDLLSATELDKIRQALVAIFTHLRKIRNTKYPIQRALRLVEAISRDLSSQLLKVLGTRKLMHVAYEEFEKVMVACFEVFQTWDDEYEKLQVLLRDIVKRKREENLKMVWRINPAHRKLQARLDQMRKFRRQHEQLRAVIVRVLRPQVTAVAQQNQGEAPEP.... The small molecule is CCCCCCCCCCCCCC(=O)NCCCOc1c(Br)cc(CC(N=O)C(=O)NCCc2cnc(N)[nH]2)cc1Br. The pIC50 is 4.3. (2) The compound is CSCC[C@H](NC(=O)[C@@H](NC(=O)[C@H](CCCN=C(N)N)NC(=O)[C@@H]1CSSC[C@H](NC(=O)[C@@H](NC(=O)[C@H](CC(=O)O)NC(=O)[C@H](Cc2ccccc2)NC(C)=O)C(C)C)C(=O)N[C@@H](CC(N)=O)C(=O)N[C@@H](Cc2c[nH]c3ccccc23)C(=O)N[C@@H](C(C)C)C(=O)NCC(=O)N[C@@H](CC(C)C)C(=O)N2CCC[C@H]2C(=O)N[C@@H](Cc2cnc[nH]2)C(=O)N1)C(C)C)C(N)=O. The target protein (P49763) has sequence MPVMRLFPCFLQLLAGLALPAVPPQQWALSAGNGSSEVEVVPFQEVWGRSYCRALERLVDVVSEYPSEVEHMFSPSCVSLLRCTGCCGDENLHCVPVETANVTMQLLKIRSGDRPSYVELTFSQHVRCECRHSPGRQSPDMPGDFRADAPSFLPPRRSLPMLFRMEWGCALTGSQSAVWPSSPVPEEIPRMHPGRNGKKQQRKPLREKMKPERCGDAVPRR. The pIC50 is 5.0. (3) The small molecule is N#C[C@@H]1CCC[C@H](C#N)N1. The target protein sequence is MSETRKPWHGVIVATSLPFDDDLSVDFGAYGESVAHLAAQGMHGVAPNGSLGEYQTLTYEERDRVVETAVANAPEGFTVMPGVGAYGGREAERHARFAKDAGCQAVMCLPPNAYRADDRAVLQHFERVASVGLPVTAYNNPIDTKVDLRPDLLAKLHAEGYIVGVKEFSGDVRRCYEISELAPGLDLMIGTDDTVLEVALAGAKGWVAGYPQVFPRACLALYEASVRGDLEAALPLYRQLHPVLRWDSKTEFVQAIKLGQELTGRRGGPCRPPRQPLAPETEAVVRAATQALVDAGVN. The pIC50 is 2.1.